This data is from Reaction yield outcomes from USPTO patents with 853,638 reactions. The task is: Predict the reaction yield, written as a fraction of the theoretical maximum amount of product (1.0 means a 100% yield; for example, 0.34 means a 34% yield). (1) The reactants are [F:1][C:2]1[CH:3]=[C:4]([C:12]2[C:20]3[C:19](=O)[CH2:18][CH2:17][C:16]=3[CH:15]=[N:14][CH:13]=2)[CH:5]=[CH:6][C:7]=1[C:8]([F:11])([F:10])[F:9].FC1C=C(B(O)[OH:34])C=CC=1C(F)(F)F. The product is [F:1][C:2]1[CH:3]=[C:4]([C:12]2[C:20]3[CH2:19][CH2:18][CH:17]([OH:34])[C:16]=3[CH:15]=[N:14][CH:13]=2)[CH:5]=[CH:6][C:7]=1[C:8]([F:10])([F:9])[F:11]. No catalyst specified. The yield is 0.550. (2) The reactants are [O:1]1[CH2:6][CH2:5][N:4]([C:7]2[CH:14]=[CH:13][C:10]([C:11]#[N:12])=[CH:9][CH:8]=2)[CH2:3][CH2:2]1.[H-].[H-].[H-].[H-].[Li+].[Al+3]. The catalyst is O1CCCC1. The product is [O:1]1[CH2:2][CH2:3][N:4]([C:7]2[CH:8]=[CH:9][C:10]([CH2:11][NH2:12])=[CH:13][CH:14]=2)[CH2:5][CH2:6]1. The yield is 0.580. (3) The reactants are [ClH:1].[NH2:2][C:3]1[N:8]=[CH:7][C:6](/[CH:9]=[CH:10]/[C:11]([OH:13])=O)=[CH:5][C:4]=1[CH2:14][N:15]1[CH2:20][CH2:19][N:18]([CH3:21])[CH2:17][CH2:16]1.Cl.CN1CC2C=C(/C=C/C(O)=O)C=NC=2NC(=O)C1.[CH3:41][NH:42][CH2:43][C:44]1[S:48][C:47]2[CH:49]=[CH:50][CH:51]=[CH:52][C:46]=2[C:45]=1[CH3:53].CNCC1C=CC2C(=CC=CC=2)C=1CCC. No catalyst specified. The product is [ClH:1].[NH2:2][C:3]1[N:8]=[CH:7][C:6](/[CH:9]=[CH:10]/[C:11]([N:42]([CH3:41])[CH2:43][C:44]2[S:48][C:47]3[CH:49]=[CH:50][CH:51]=[CH:52][C:46]=3[C:45]=2[CH3:53])=[O:13])=[CH:5][C:4]=1[CH2:14][N:15]1[CH2:20][CH2:19][N:18]([CH3:21])[CH2:17][CH2:16]1. The yield is 0.460. (4) The reactants are [C:1]([O:5][C:6](=[O:26])[C:7]1[CH:12]=[CH:11][C:10]([CH2:13][N:14]2[CH:23]=[CH:22][C:21]3[C:16](=[CH:17][C:18](Br)=[CH:19][CH:20]=3)[C:15]2=[O:25])=[CH:9][CH:8]=1)([CH3:4])([CH3:3])[CH3:2].[CH2:27]([N:30]1[CH:34]=[CH:33][N:32]=C1)[C:28]#[CH:29].C([N:37](CC)CC)C. The catalyst is CN(C)C=O.[Cu]I.C1C=CC([P]([Pd]([P](C2C=CC=CC=2)(C2C=CC=CC=2)C2C=CC=CC=2)([P](C2C=CC=CC=2)(C2C=CC=CC=2)C2C=CC=CC=2)[P](C2C=CC=CC=2)(C2C=CC=CC=2)C2C=CC=CC=2)(C2C=CC=CC=2)C2C=CC=CC=2)=CC=1. The product is [C:1]([O:5][C:6](=[O:26])[C:7]1[CH:12]=[CH:11][C:10]([CH2:13][N:14]2[CH:23]=[CH:22][C:21]3[C:16](=[CH:17][C:18]([C:29]#[C:28][CH2:27][N:30]4[CH:34]=[CH:33][N:32]=[N:37]4)=[CH:19][CH:20]=3)[C:15]2=[O:25])=[CH:9][CH:8]=1)([CH3:4])([CH3:3])[CH3:2]. The yield is 0.457. (5) The reactants are [CH3:1][O:2][CH2:3][CH2:4][O:5][C:6]1[CH:7]=[C:8]2[C:13](=[CH:14][CH:15]=1)[CH2:12][NH:11][CH2:10][CH2:9]2.Cl[C:17]1[C:26]2[C:21](=[CH:22][C:23]([O:29][CH3:30])=[C:24]([O:27][CH3:28])[CH:25]=2)[N:20]=[CH:19][N:18]=1.C(=O)([O-])[O-].[K+].[K+]. The catalyst is CN(C)C(=O)C.[I-].C([N+](CCCC)(CCCC)CCCC)CCC.C(OCC)(=O)C. The product is [CH3:28][O:27][C:24]1[CH:25]=[C:26]2[C:21](=[CH:22][C:23]=1[O:29][CH3:30])[N:20]=[CH:19][N:18]=[C:17]2[N:11]1[CH2:10][CH2:9][C:8]2[C:13](=[CH:14][CH:15]=[C:6]([O:5][CH2:4][CH2:3][O:2][CH3:1])[CH:7]=2)[CH2:12]1. The yield is 0.530. (6) The reactants are Br[CH2:2][C:3]([C:5]1[CH:10]=[CH:9][C:8]([Br:11])=[CH:7][CH:6]=1)=O.[C:12]1([NH2:19])[CH:17]=[CH:16][CH:15]=[CH:14][C:13]=1[NH2:18]. The catalyst is C(O)C. The product is [Br:11][C:8]1[CH:9]=[CH:10][C:5]([C:3]2[CH:2]=[N:19][C:12]3[C:13](=[CH:14][CH:15]=[CH:16][CH:17]=3)[N:18]=2)=[CH:6][CH:7]=1. The yield is 0.410. (7) The reactants are C([O:5][C:6](=[O:29])[CH2:7][CH:8]1[C:14](=[O:15])[N:13](CC2C=CC(OC)=CC=2)[C:12]2[CH:25]=[CH:26][CH:27]=[CH:28][C:11]=2[CH2:10][CH2:9]1)(C)(C)C. The catalyst is C(O)(C(F)(F)F)=O. The product is [O:15]=[C:14]1[NH:13][C:12]2[CH:25]=[CH:26][CH:27]=[CH:28][C:11]=2[CH2:10][CH2:9][CH:8]1[CH2:7][C:6]([OH:29])=[O:5]. The yield is 0.720. (8) The reactants are [CH2:1]([C:3]1[N:12]([CH2:13][C:14]2[CH:19]=[CH:18][C:17]([NH:20][CH2:21][CH:22]3[CH2:27][CH2:26][NH:25][CH2:24][CH2:23]3)=[CH:16][CH:15]=2)[C:6]2=[N:7][CH:8]=[CH:9][C:10]([CH3:11])=[C:5]2[N:4]=1)[CH3:2].[CH3:28][N:29]1[CH2:34][CH2:33][C:32](=O)[CH2:31][CH2:30]1.C(O[BH-](OC(=O)C)OC(=O)C)(=O)C.[Na+].[OH-].[Na+]. The catalyst is ClCCCl. The product is [CH2:1]([C:3]1[N:12]([CH2:13][C:14]2[CH:19]=[CH:18][C:17]([NH:20][CH2:21][CH:22]3[CH2:23][CH2:24][N:25]([CH:32]4[CH2:33][CH2:34][N:29]([CH3:28])[CH2:30][CH2:31]4)[CH2:26][CH2:27]3)=[CH:16][CH:15]=2)[C:6]2=[N:7][CH:8]=[CH:9][C:10]([CH3:11])=[C:5]2[N:4]=1)[CH3:2]. The yield is 0.540.